From a dataset of Reaction yield outcomes from USPTO patents with 853,638 reactions. Predict the reaction yield, written as a fraction of the theoretical maximum amount of product (1.0 means a 100% yield; for example, 0.34 means a 34% yield). (1) The reactants are C([O:8][C:9](=[O:37])[C@@H:10]([N:21]1[CH2:24][C:23]2([CH2:28][CH2:27][CH2:26][N:25]2[C:29]([O:31][C:32]([CH3:35])([CH3:34])[CH3:33])=[O:30])[C:22]1=[O:36])[C@H:11]([O:13]CC1C=CC=CC=1)[CH3:12])C1C=CC=CC=1. The catalyst is CO.[Pd]. The product is [C:32]([O:31][C:29]([N:25]1[CH2:26][CH2:27][CH2:28][C:23]21[C:22](=[O:36])[N:21]([C@@H:10]([C@H:11]([OH:13])[CH3:12])[C:9]([OH:37])=[O:8])[CH2:24]2)=[O:30])([CH3:33])([CH3:34])[CH3:35]. The yield is 0.880. (2) The product is [Cl:32][C:17]1[CH:16]=[N:15][CH:14]=[C:13]([Cl:12])[C:18]=1/[CH:19]=[C:20](\[O:21][C:8](=[O:9])[C@@H:7]([C:1]1[CH:6]=[CH:5][CH:4]=[CH:3][CH:2]=1)[CH3:11])/[C:22]1[CH:27]=[CH:26][C:25]([O:28][CH3:29])=[C:24]([O:30][CH3:31])[CH:23]=1. No catalyst specified. The yield is 0.210. The reactants are [C:1]1([C@@H:7]([CH3:11])[C:8](Cl)=[O:9])[CH:6]=[CH:5][CH:4]=[CH:3][CH:2]=1.[Cl:12][C:13]1[CH:14]=[N:15][CH:16]=[C:17]([Cl:32])[C:18]=1[CH2:19][C:20]([C:22]1[CH:27]=[CH:26][C:25]([O:28][CH3:29])=[C:24]([O:30][CH3:31])[CH:23]=1)=[O:21]. (3) The reactants are [Cl:1][C:2]1[N:7]=[C:6]([NH:8][C:9]2[CH:14]=[CH:13][C:12]([C@@H:15]3[O:20][CH2:19][CH2:18][N:17](C(OC(C)(C)C)=O)[CH2:16]3)=[CH:11][CH:10]=2)[C:5]([Cl:28])=[CH:4][N:3]=1.Cl.CCOCC. The catalyst is O1CCOCC1. The product is [ClH:1].[Cl:1][C:2]1[N:7]=[C:6]([NH:8][C:9]2[CH:10]=[CH:11][C:12]([C@@H:15]3[O:20][CH2:19][CH2:18][NH:17][CH2:16]3)=[CH:13][CH:14]=2)[C:5]([Cl:28])=[CH:4][N:3]=1. The yield is 0.990. (4) The reactants are Br[C:2]1[CH:3]=[N:4][CH:5]=[C:6]([C:8]2[CH:13]=[CH:12][CH:11]=[CH:10][CH:9]=2)[CH:7]=1.C([Mg]Cl)(C)C.[O:19]=[C:20]1[CH2:26][CH:25]2[CH2:27][CH:21]1[CH2:22][N:23]([C:28]([O:30][CH2:31][CH3:32])=[O:29])[CH2:24]2. The catalyst is C1COCC1. The product is [OH:19][C:20]1([C:2]2[CH:3]=[N:4][CH:5]=[C:6]([C:8]3[CH:13]=[CH:12][CH:11]=[CH:10][CH:9]=3)[CH:7]=2)[CH2:26][CH:25]2[CH2:27][CH:21]1[CH2:22][N:23]([C:28]([O:30][CH2:31][CH3:32])=[O:29])[CH2:24]2. The yield is 0.130. (5) The reactants are [C:9](O[C:9]([O:11][C:12]([CH3:15])([CH3:14])[CH3:13])=[O:10])([O:11][C:12]([CH3:15])([CH3:14])[CH3:13])=[O:10].[OH-].[Na+].[Br:18][C:19]1[CH:20]=[C:21]([CH:23]=[CH:24][CH:25]=1)[NH2:22]. The catalyst is CCCCCCC. The product is [Br:18][C:19]1[CH:20]=[C:21]([NH:22][C:9](=[O:10])[O:11][C:12]([CH3:13])([CH3:14])[CH3:15])[CH:23]=[CH:24][CH:25]=1. The yield is 0.860. (6) The reactants are [C:1]([C:5]1[N:6]=[C:7]2[C:12]([C:13]([F:16])([F:15])[F:14])=[CH:11][CH:10]=[CH:9][N:8]2[CH:17]=1)([CH3:4])([CH3:3])[CH3:2].I[C:19]1[CH:20]=[C:21]([OH:25])[CH:22]=[CH:23][CH:24]=1.C([O-])(=O)C.[K+]. The catalyst is CN(C)C(=O)C.[OH-].[OH-].[Pd+2]. The product is [C:1]([C:5]1[N:6]=[C:7]2[C:12]([C:13]([F:16])([F:14])[F:15])=[CH:11][CH:10]=[CH:9][N:8]2[C:17]=1[C:19]1[CH:20]=[C:21]([OH:25])[CH:22]=[CH:23][CH:24]=1)([CH3:4])([CH3:2])[CH3:3]. The yield is 0.680. (7) The product is [C:1]1([C:7]2([C:10]([O:12][CH3:13])=[O:11])[CH2:9][CH2:8]2)[CH:6]=[CH:5][CH:4]=[CH:3][CH:2]=1. The catalyst is CO. The yield is 0.960. The reactants are [C:1]1([C:7]2([C:10]([OH:12])=[O:11])[CH2:9][CH2:8]2)[CH:6]=[CH:5][CH:4]=[CH:3][CH:2]=1.[CH3:13]C1C=CC(S(O)(=O)=O)=CC=1.CCOC(C)=O.